Dataset: Reaction yield outcomes from USPTO patents with 853,638 reactions. Task: Predict the reaction yield, written as a fraction of the theoretical maximum amount of product (1.0 means a 100% yield; for example, 0.34 means a 34% yield). (1) The reactants are [Cl:1][C:2]1[C:3]([O:12][C:13]2[CH:18]=[C:17]([O:19][CH2:20][C:21](=[O:23])[CH3:22])[CH:16]=[CH:15][C:14]=2/[CH:24]=[CH:25]/[C:26]([O:28]CC)=[O:27])=[N:4][CH:5]=[C:6]([C:8]([F:11])([F:10])[F:9])[CH:7]=1.O1CCCC1.[OH-].[Na+].Cl. The catalyst is O.C(O)C. The product is [Cl:1][C:2]1[C:3]([O:12][C:13]2[CH:18]=[C:17]([O:19][CH2:20][C:21](=[O:23])[CH3:22])[CH:16]=[CH:15][C:14]=2/[CH:24]=[CH:25]/[C:26]([OH:28])=[O:27])=[N:4][CH:5]=[C:6]([C:8]([F:9])([F:11])[F:10])[CH:7]=1. The yield is 0.140. (2) The reactants are [Cl:1][C:2]1[S:6][C:5]([S:7]([NH:10][C:11]2[CH:19]=[CH:18][C:14]([C:15]([OH:17])=[O:16])=[C:13]([OH:20])[CH:12]=2)(=[O:9])=[O:8])=[CH:4][C:3]=1[C:21]1[CH:26]=[CH:25][CH:24]=[C:23]([F:27])[CH:22]=1.[CH3:28][O:29][CH2:30][CH:31](O)[CH2:32][CH3:33]. No catalyst specified. The product is [Cl:1][C:2]1[S:6][C:5]([S:7]([NH:10][C:11]2[CH:19]=[CH:18][C:14]([C:15]([O:17][CH:31]([CH2:30][O:29][CH3:28])[CH2:32][CH3:33])=[O:16])=[C:13]([OH:20])[CH:12]=2)(=[O:8])=[O:9])=[CH:4][C:3]=1[C:21]1[CH:26]=[CH:25][CH:24]=[C:23]([F:27])[CH:22]=1. The yield is 0.620.